This data is from Experimentally validated miRNA-target interactions with 360,000+ pairs, plus equal number of negative samples. The task is: Binary Classification. Given a miRNA mature sequence and a target amino acid sequence, predict their likelihood of interaction. (1) The miRNA is hsa-miR-3940-3p with sequence CAGCCCGGAUCCCAGCCCACUU. The protein sequence of the target gene is MAEQVALSRTQVCGILREELYQGDAFHQADTHIFIIMGASGDLAKKKIYPTIWWLFRDGLLPEDTFIVGYARSRLTVDDIRKQSEPFFKVTPEERPKLEEFFARNSYVAGQYDDPASYKHLNSHMNALHQGMQANRLFYLALPPTVYEAVTKNIQEICMSQTGWNRIIVEKPFGRDLQSSNQLSNHISSLFREDQIYRIDHYLGKEMVQNLMVLRFANRIFGPIWNRDNIACVILTFKEPFGTEGRGGYFDEFGIIRDVMQNHLLQMLCLVAMEKPASTDSDDVRDEKVKVLKCISEVET.... Result: 0 (no interaction). (2) The miRNA is hsa-miR-128-3p with sequence UCACAGUGAACCGGUCUCUUU. The protein sequence of the target gene is MRQPPGESDMAVSDALLPSFSTFASGPAGREKTLRQAGAPNNRWREELSHMKRLPPVLPGRPYDLAAATVATDLESGGAGAACGGSNLAPLPRRETEEFNDLLDLDFILSNSLTHPPESVAATVSSSASASSSSSPSSSGPASAPSTCSFTYPIRAGNDPGVAPGGTGGGLLYGRESAPPPTAPFNLADINDVSPSGGFVAELLRPELDPVYIPPQQPQPPGGGLMGKFVLKASLSAPGSEYGSPSVISVSKGSPDGSHPVVVAPYNGGPPRTCPKIKQEAVSSCTHLGAGPPLSNGHRP.... Result: 1 (interaction). (3) The miRNA is hsa-miR-4787-3p with sequence GAUGCGCCGCCCACUGCCCCGCGC. The protein sequence of the target gene is MAHLGRLMVPLAALVLLLWAVPGAHGRRNNVRVLTDENWTSLLEGEWMIEFYAPWCPACQNLQPEWESFAEWGEDLEVKVAKVDVTEQTGLSGRFIITALPSIYHCKDGEFRRYVGPRTKKDFINFVSDKEWKNIEPISSWFGPSSVLMTMMSALFQLSVYIRTSHSYFVHDLGIPAWGSYLVFAFATVLSGLLLGLCMIFVADCLCPSKRRKPQQQYAKKTSPEFSQPLKKVEEEQEADEEDVSEEEAEDREGASKATSQSSIRQRCVGLPSATDTS. Result: 0 (no interaction). (4) The miRNA is hsa-miR-8059 with sequence GGGGAACUGUAGAUGAAAAGGC. The protein sequence of the target gene is MWPLWRLVSLLALSQALPFEQRGFWDFTLDDGPFMMNDEEASGADTSGVLDPDSVTPTYSAMCPFGCHCHLRVVQCSDLGLKSVPKEISPDTTLLDLQNNDISELRKDDFKGLQHLYALVLVNNKISKIHEKAFSPLRKLQKLYISKNHLVEIPPNLPSSLVELRIHDNRIRKVPKGVFSGLRNMNCIEMGGNPLENSGFEPGAFDGLKLNYLRISEAKLTGIPKDLPETLNELHLDHNKIQAIELEDLLRYSKLYRLGLGHNQIRMIENGSLSFLPTLRELHLDNNKLARVPSGLPDLK.... Result: 0 (no interaction). (5) The miRNA is rno-miR-187-3p with sequence UCGUGUCUUGUGUUGCAGCCGG. The protein sequence of the target gene is MSAPGSPDQAYDFLLKFLLVGDRDVGKSEILESLQDGAAESPYSHLGGIDYKTTTILLDGQRVKLKLWDTSGQGRFCTIFRSYSRGAQGVILVYDIANRWSFEGMDRWIKKIEEHAPGVPKILVGNRLHLAFKRQVPREQAQAYAERLGVTFFEVSPLCNFNIIESFTELARIVLLRHRMNWLGRPSKVLSLQDLCCRTIVSCTPVHLVDKLPLPSTLRSHLKSFSMAKGLNARMMRGLSYSLTTSSTHKSSLCKVEIVCPPQSPPKNCTRNSCKIS. Result: 0 (no interaction). (6) The protein sequence of the target gene is MASDPIFTLAPPLHCHYGAFPPNASGWEQPPNASGVSVASAALAASAASRVATSTDPSCSGFAPPDFNHCLKDWDYNGLPVLTTNAIGQWDLVCDLGWQVILEQILFILGFASGYLFLGYPADRFGRRGIVLLTLGLVGPCGVGGAAAGSSTGVMALRFLLGFLLAGVDLGVYLMRLELCDPTQRLRVALAGELVGVGGHFLFLGLALVSKDWRFLQRMITAPCILFLFYGWPGLFLESARWLIVKRQIEEAQSVLRILAERNRPHGQMLGEEAQEALQDLENTCPLPATSSFSFASLLN.... The miRNA is hsa-miR-21-3p with sequence CAACACCAGUCGAUGGGCUGU. Result: 0 (no interaction).